From a dataset of Forward reaction prediction with 1.9M reactions from USPTO patents (1976-2016). Predict the product of the given reaction. (1) The product is: [CH3:31][C:30]1[CH:29]=[C:28]([CH3:32])[NH:27][C:26](=[O:33])[C:25]=1[CH2:24][NH:23][C:21]([C:10]1[CH:9]=[C:8]([C:5]2[CH:4]=[CH:3][C:2]([N:40]3[CH2:39][CH2:38][N:37]([C:41]([O:43][C:44]([CH3:47])([CH3:46])[CH3:45])=[O:42])[CH2:36][C@H:35]3[CH3:34])=[N:7][CH:6]=2)[CH:16]=[C:15]2[C:11]=1[C:12]([CH3:20])=[CH:13][N:14]2[CH:17]([CH3:19])[CH3:18])=[O:22]. Given the reactants Cl[C:2]1[N:7]=[CH:6][C:5]([C:8]2[CH:9]=[C:10]([C:21]([NH:23][CH2:24][C:25]3[C:26](=[O:33])[NH:27][C:28]([CH3:32])=[CH:29][C:30]=3[CH3:31])=[O:22])[C:11]3[C:12]([CH3:20])=[CH:13][N:14]([CH:17]([CH3:19])[CH3:18])[C:15]=3[CH:16]=2)=[CH:4][CH:3]=1.[CH3:34][C@H:35]1[NH:40][CH2:39][CH2:38][N:37]([C:41]([O:43][C:44]([CH3:47])([CH3:46])[CH3:45])=[O:42])[CH2:36]1.CC(C)([O-])C.[Na+], predict the reaction product. (2) Given the reactants [O:1]=[C:2]1[C:11]2[CH:10]=[CH:9][CH:8]=[C:7]([C:12](O)=[O:13])[C:6]=2[CH2:5][CH2:4][N:3]1[CH:15]([CH2:19][CH2:20][CH3:21])[CH2:16][CH2:17][CH3:18].Cl.[NH2:23][C@@H:24]([CH2:42][C:43]1[CH:48]=[CH:47][CH:46]=[CH:45][CH:44]=1)[C@H:25]([OH:41])[CH2:26][NH:27][C:28]1([C:31]2[CH:36]=[CH:35][CH:34]=[C:33]([C:37]([F:40])([F:39])[F:38])[CH:32]=2)[CH2:30][CH2:29]1.OC1C2N=NNC=2C=CC=1.Cl.CN(C)CCCN=C=NCC.C(N(CC)C(C)C)(C)C, predict the reaction product. The product is: [CH2:42]([C@H:24]([NH:23][C:12]([C:7]1[C:6]2[CH2:5][CH2:4][N:3]([CH:15]([CH2:16][CH2:17][CH3:18])[CH2:19][CH2:20][CH3:21])[C:2](=[O:1])[C:11]=2[CH:10]=[CH:9][CH:8]=1)=[O:13])[C@H:25]([OH:41])[CH2:26][NH:27][C:28]1([C:31]2[CH:36]=[CH:35][CH:34]=[C:33]([C:37]([F:38])([F:39])[F:40])[CH:32]=2)[CH2:29][CH2:30]1)[C:43]1[CH:48]=[CH:47][CH:46]=[CH:45][CH:44]=1. (3) Given the reactants [C:1]1(=[O:11])[NH:5][C:4](=[O:6])[C:3]2=[CH:7][CH:8]=[CH:9][CH:10]=[C:2]12.C1(P(C2C=CC=CC=2)C2C=CC=CC=2)C=CC=CC=1.[CH3:31][Si:32]([CH3:45])([CH3:44])[CH2:33][CH2:34][O:35][CH2:36][N:37]1[CH:41]=[CH:40][N:39]=[C:38]1[CH2:42]O, predict the reaction product. The product is: [CH3:31][Si:32]([CH3:44])([CH3:45])[CH2:33][CH2:34][O:35][CH2:36][N:37]1[CH:41]=[CH:40][N:39]=[C:38]1[CH2:42][N:5]1[C:1](=[O:11])[C:2]2[C:3](=[CH:7][CH:8]=[CH:9][CH:10]=2)[C:4]1=[O:6]. (4) Given the reactants N#N.[C:3]([O:7][C:8](=[O:28])[NH:9][C:10]1[C:19]2[C:14](=[CH:15][CH:16]=[CH:17][CH:18]=2)[C:13]([O:20][C:21]2[CH:26]=[CH:25][N:24]=[C:23](Cl)[N:22]=2)=[CH:12][CH:11]=1)([CH3:6])([CH3:5])[CH3:4].[NH2:29][C:30]1[CH:31]=[C:32]([CH:36]=[C:37]([O:39][CH3:40])[CH:38]=1)[C:33]([OH:35])=[O:34], predict the reaction product. The product is: [C:3]([O:7][C:8]([NH:9][C:10]1[C:19]2[C:14](=[CH:15][CH:16]=[CH:17][CH:18]=2)[C:13]([O:20][C:21]2[CH:26]=[CH:25][N:24]=[C:23]([NH:29][C:30]3[CH:31]=[C:32]([CH:36]=[C:37]([O:39][CH3:40])[CH:38]=3)[C:33]([OH:35])=[O:34])[N:22]=2)=[CH:12][CH:11]=1)=[O:28])([CH3:6])([CH3:5])[CH3:4]. (5) Given the reactants S(=O)(=O)(O)O.[NH2:6][C:7]1[CH:8]=[C:9]([OH:17])[C:10](=[CH:15][CH:16]=1)[C:11](OC)=[O:12].[OH-].[NH4+:19], predict the reaction product. The product is: [NH2:6][C:7]1[CH:8]=[C:9]([OH:17])[C:10](=[CH:15][CH:16]=1)[C:11]([NH2:19])=[O:12]. (6) Given the reactants C([O-])(O)=O.[Na+].[C:6](/[C:8](=[CH:12]\[C:13]1[CH:14]=[N:15][C:16]([O:19][CH2:20][CH2:21][O:22][C:23]2[C:28]([Cl:29])=[CH:27][C:26]([CH3:30])=[CH:25][C:24]=2[Cl:31])=[CH:17][CH:18]=1)/[C:9]([OH:11])=[O:10])#[N:7].[BH4-].[Na+].Cl, predict the reaction product. The product is: [C:6]([CH:8]([CH2:12][C:13]1[CH:14]=[N:15][C:16]([O:19][CH2:20][CH2:21][O:22][C:23]2[C:24]([Cl:31])=[CH:25][C:26]([CH3:30])=[CH:27][C:28]=2[Cl:29])=[CH:17][CH:18]=1)[C:9]([OH:11])=[O:10])#[N:7].